From a dataset of Reaction yield outcomes from USPTO patents with 853,638 reactions. Predict the reaction yield, written as a fraction of the theoretical maximum amount of product (1.0 means a 100% yield; for example, 0.34 means a 34% yield). (1) The reactants are [S:1]([O:8]S(C(F)(F)F)(=O)=O)([C:4]([F:7])([F:6])[F:5])(=[O:3])=[O:2].[Si:16]([O:23][CH2:24][C@H:25]1[N:29]([C:30](=[O:53])[C:31]2[CH:36]=[C:35]([O:37][CH3:38])[C:34]([O:39][Si:40]([CH:47]([CH3:49])[CH3:48])([CH:44]([CH3:46])[CH3:45])[CH:41]([CH3:43])[CH3:42])=[CH:33][C:32]=2[N+:50]([O-:52])=[O:51])[CH2:28][C:27](=O)[CH2:26]1)([C:19]([CH3:22])([CH3:21])[CH3:20])([CH3:18])[CH3:17].N1C(C)=CC=CC=1C. The catalyst is C(Cl)Cl. The product is [F:5][C:4]([F:7])([F:6])[S:1]([O:8][C:27]1[CH2:26][C@@H:25]([CH2:24][O:23][Si:16]([C:19]([CH3:21])([CH3:20])[CH3:22])([CH3:18])[CH3:17])[N:29]([C:30](=[O:53])[C:31]2[CH:36]=[C:35]([O:37][CH3:38])[C:34]([O:39][Si:40]([CH:41]([CH3:43])[CH3:42])([CH:44]([CH3:45])[CH3:46])[CH:47]([CH3:49])[CH3:48])=[CH:33][C:32]=2[N+:50]([O-:52])=[O:51])[CH:28]=1)(=[O:3])=[O:2]. The yield is 0.820. (2) The reactants are [CH:1]1([CH2:4][S:5]([C:8]([CH3:13])([CH3:12])[C:9]([OH:11])=O)(=[O:7])=[O:6])[CH2:3][CH2:2]1.S(Cl)(Cl)=O.C(N(CC)C(C)C)(C)C.[CH3:27][O:28][C:29]1[CH:30]=[C:31]([C:35]2[NH:36][C:37]([NH2:40])=[N:38][N:39]=2)[CH:32]=[CH:33][CH:34]=1. No catalyst specified. The product is [CH:1]1([CH2:4][S:5]([C:8]([CH3:13])([CH3:12])[C:9]([NH:40][C:37]2[NH:36][C:35]([C:31]3[CH:32]=[CH:33][CH:34]=[C:29]([O:28][CH3:27])[CH:30]=3)=[N:39][N:38]=2)=[O:11])(=[O:6])=[O:7])[CH2:2][CH2:3]1. The yield is 0.460. (3) The reactants are [Cl:1][C:2]1[CH:7]=[CH:6][C:5]([N:8]2[CH:12]=[CH:11][C:10]([C:13]([O:15][CH2:16][CH3:17])=[O:14])=[C:9]2[C:18]2[CH:23]=[CH:22][C:21]([C:24]#[N:25])=[CH:20][C:19]=2[CH3:26])=[C:4]([O:27][CH3:28])[CH:3]=1.[OH-].[Na+].OO.CC[O:35]C(C)=O. The catalyst is CS(C)=O.CO. The product is [C:24]([C:21]1[CH:22]=[CH:23][C:18]([C:9]2[N:8]([C:5]3[CH:6]=[CH:7][C:2]([Cl:1])=[CH:3][C:4]=3[O:27][CH3:28])[CH:12]=[CH:11][C:10]=2[C:13]([O:15][CH2:16][CH3:17])=[O:14])=[C:19]([CH3:26])[CH:20]=1)(=[O:35])[NH2:25]. The yield is 0.231. (4) The reactants are [NH2:1][C:2]1[CH:9]=[CH:8][C:5]([C:6]#[N:7])=[CH:4][CH:3]=1.[C:10]([S-:12])#[N:11].[NH4+].BrBr. The catalyst is C(O)(=O)C. The product is [NH2:11][C:10]1[S:12][C:3]2[CH:4]=[C:5]([C:6]#[N:7])[CH:8]=[CH:9][C:2]=2[N:1]=1. The yield is 0.560. (5) The reactants are [CH2:1]1[C@@H:5]2[CH2:6][NH:7][CH2:8][C@@H:4]2[CH2:3][N:2]1[C:9]([O:11][C:12]([CH3:15])([CH3:14])[CH3:13])=[O:10].[Br:16][C:17]1[CH:18]=[N:19][CH:20]=[C:21](Br)[CH:22]=1.CC(C)([O-])C.[Na+]. The catalyst is C1C=CC(/C=C/C(/C=C/C2C=CC=CC=2)=O)=CC=1.C1C=CC(/C=C/C(/C=C/C2C=CC=CC=2)=O)=CC=1.C1C=CC(/C=C/C(/C=C/C2C=CC=CC=2)=O)=CC=1.[Pd].[Pd].C1(C)C=CC=CC=1. The product is [Br:16][C:17]1[CH:22]=[C:21]([N:7]2[CH2:6][C@@H:5]3[CH2:1][N:2]([C:9]([O:11][C:12]([CH3:15])([CH3:14])[CH3:13])=[O:10])[CH2:3][C@@H:4]3[CH2:8]2)[CH:20]=[N:19][CH:18]=1. The yield is 0.540. (6) The reactants are CO[C:3]1([O:9][CH3:10])[CH2:8][CH2:7][O:6][CH2:5][CH2:4]1.[C:11]([N+:15]#[C-])(C)(C)C.C(=O)([O-])O.[Na+]. The catalyst is ClCCl.[Ti](Cl)(Cl)(Cl)Cl. The product is [CH3:10][O:9][C:3]1([C:11]#[N:15])[CH2:4][CH2:5][O:6][CH2:7][CH2:8]1. The yield is 0.780. (7) The yield is 0.800. The product is [C:28]1([S:34]([N:37]2[CH:41]=[C:40]([C:3]#[C:2][CH2:1][CH2:7][CH2:8][CH2:12][CH2:17][CH2:16][CH3:15])[C:39]([C:43]3[CH:44]=[N:45][CH:46]=[CH:47][CH:48]=3)=[N:38]2)(=[O:36])=[O:35])[CH:33]=[CH:32][CH:31]=[CH:30][CH:29]=1. The reactants are [C:1]([C:7]1[C:8]([C:12]2CN(C)[CH2:15][CH2:16][CH:17]=2)=NNC=1)#[C:2][CH2:3]CCC.C#CCCCCCCC.[C:28]1([S:34]([N:37]2[CH:41]=[C:40](I)[C:39]([C:43]3[CH:44]=[N:45][CH:46]=[CH:47][CH:48]=3)=[N:38]2)(=[O:36])=[O:35])[CH:33]=[CH:32][CH:31]=[CH:30][CH:29]=1. The catalyst is C(OCC)C. (8) The reactants are [Br:1][C:2]1[CH:3]=[C:4]([CH:7]=[C:8]([Br:10])[CH:9]=1)[CH2:5][OH:6].[H-].[Na+].[CH2:13](I)[CH3:14]. The catalyst is O1CCCC1. The product is [Br:1][C:2]1[CH:3]=[C:4]([CH2:5][O:6][CH2:13][CH3:14])[CH:7]=[C:8]([Br:10])[CH:9]=1. The yield is 0.520.